Task: Predict which catalyst facilitates the given reaction.. Dataset: Catalyst prediction with 721,799 reactions and 888 catalyst types from USPTO Reactant: [Cl:1][C:2]1[CH:17]=[C:16]([NH:18][C:19]2[C:20]3[N:27]([CH2:28][CH2:29][OH:30])[CH:26]=[CH:25][C:21]=3[N:22]=[CH:23][N:24]=2)[CH:15]=[CH:14][C:3]=1[O:4][C:5]1[CH:6]=[C:7]([CH:11]=[CH:12][CH:13]=1)[C:8](O)=[O:9].[C:31]([NH2:40])([C:34]1[CH:39]=[CH:38][CH:37]=[CH:36][CH:35]=1)([CH3:33])[CH3:32].Cl.C(N=C=NCCCN(C)C)C.ON1C2C=CC=CC=2N=N1. Product: [Cl:1][C:2]1[CH:17]=[C:16]([NH:18][C:19]2[C:20]3[N:27]([CH2:28][CH2:29][OH:30])[CH:26]=[CH:25][C:21]=3[N:22]=[CH:23][N:24]=2)[CH:15]=[CH:14][C:3]=1[O:4][C:5]1[CH:6]=[C:7]([CH:11]=[CH:12][CH:13]=1)[C:8]([NH:40][C:31]([CH3:33])([C:34]1[CH:39]=[CH:38][CH:37]=[CH:36][CH:35]=1)[CH3:32])=[O:9]. The catalyst class is: 9.